This data is from NCI-60 drug combinations with 297,098 pairs across 59 cell lines. The task is: Regression. Given two drug SMILES strings and cell line genomic features, predict the synergy score measuring deviation from expected non-interaction effect. (1) Drug 1: CNC(=O)C1=CC=CC=C1SC2=CC3=C(C=C2)C(=NN3)C=CC4=CC=CC=N4. Drug 2: C1C(C(OC1N2C=C(C(=O)NC2=O)F)CO)O. Cell line: A498. Synergy scores: CSS=27.5, Synergy_ZIP=-2.32, Synergy_Bliss=-1.32, Synergy_Loewe=-5.33, Synergy_HSA=1.92. (2) Drug 2: CCCS(=O)(=O)NC1=C(C(=C(C=C1)F)C(=O)C2=CNC3=C2C=C(C=N3)C4=CC=C(C=C4)Cl)F. Cell line: NCI-H522. Drug 1: CCC1=CC2CC(C3=C(CN(C2)C1)C4=CC=CC=C4N3)(C5=C(C=C6C(=C5)C78CCN9C7C(C=CC9)(C(C(C8N6C)(C(=O)OC)O)OC(=O)C)CC)OC)C(=O)OC.C(C(C(=O)O)O)(C(=O)O)O. Synergy scores: CSS=59.6, Synergy_ZIP=0.756, Synergy_Bliss=1.62, Synergy_Loewe=-18.2, Synergy_HSA=1.55.